Predict the reaction yield, written as a fraction of the theoretical maximum amount of product (1.0 means a 100% yield; for example, 0.34 means a 34% yield). From a dataset of Reaction yield outcomes from USPTO patents with 853,638 reactions. (1) The reactants are C(N(CC)CC)C.[NH2:8][C:9]1[C:14]([CH:15]=[O:16])=[CH:13][CH:12]=[CH:11][N:10]=1.[C:17](Cl)(=[O:22])[C:18]([CH3:21])([CH3:20])[CH3:19]. The catalyst is ClCCl. The product is [CH:15]([C:14]1[C:9]([NH:8][C:17](=[O:22])[C:18]([CH3:21])([CH3:20])[CH3:19])=[N:10][CH:11]=[CH:12][CH:13]=1)=[O:16]. The yield is 0.900. (2) The reactants are C(OC([N:6]1[CH2:12][CH:11]([NH:13][CH2:14][C:15]2[CH:20]=[CH:19][CH:18]=[CH:17][CH:16]=2)[C:10]2=[N:21][C:22]([C:26]3[CH:31]=[CH:30][N:29]=[CH:28][N:27]=3)=[CH:23][C:24](=[O:25])[N:9]2[CH2:8][CH2:7]1)=O)C.[BrH:32]. The catalyst is C(O)(=O)C. The product is [BrH:32].[CH2:14]([NH:13][CH:11]1[C:10]2=[N:21][C:22]([C:26]3[CH:31]=[CH:30][N:29]=[CH:28][N:27]=3)=[CH:23][C:24](=[O:25])[N:9]2[CH2:8][CH2:7][NH:6][CH2:12]1)[C:15]1[CH:16]=[CH:17][CH:18]=[CH:19][CH:20]=1. The yield is 0.760. (3) The yield is 0.560. The catalyst is C(Cl)Cl. The product is [F:21][C:22]1[CH:23]=[C:24]([NH:29][C:30]([NH:13][C:10]2[CH:11]=[CH:12][C:7]([O:6][CH2:5][CH2:4][CH2:3][N:2]([CH3:1])[CH3:20])=[C:8]([C:14]3[N:15]([CH3:19])[N:16]=[CH:17][CH:18]=3)[CH:9]=2)=[O:31])[CH:25]=[CH:26][C:27]=1[F:28]. The reactants are [CH3:1][N:2]([CH3:20])[CH2:3][CH2:4][CH2:5][O:6][C:7]1[CH:12]=[CH:11][C:10]([NH2:13])=[CH:9][C:8]=1[C:14]1[N:15]([CH3:19])[N:16]=[CH:17][CH:18]=1.[F:21][C:22]1[CH:23]=[C:24]([N:29]=[C:30]=[O:31])[CH:25]=[CH:26][C:27]=1[F:28]. (4) The reactants are [ClH:1].O1CCOCC1.OC(C(F)(F)F)=O.[C:15]1([C:21]2[O:22][CH:23]=[C:24]([C:26]([N:28]3[CH2:33][CH2:32][N:31](C(OC(C)(C)C)=O)[CH2:30][CH:29]3[CH2:41][O:42][C:43]3[CH:44]=[N:45][CH:46]=[CH:47][CH:48]=3)=[O:27])[N:25]=2)[CH:20]=[CH:19][CH:18]=[CH:17][CH:16]=1. The catalyst is CO. The product is [ClH:1].[ClH:1].[C:15]1([C:21]2[O:22][CH:23]=[C:24]([C:26]([N:28]3[CH2:33][CH2:32][NH:31][CH2:30][CH:29]3[CH2:41][O:42][C:43]3[CH:44]=[N:45][CH:46]=[CH:47][CH:48]=3)=[O:27])[N:25]=2)[CH:16]=[CH:17][CH:18]=[CH:19][CH:20]=1. The yield is 0.670. (5) The reactants are [N+:1]([C:4]1[CH:10]=[C:9]([N+:11]([O-:13])=[O:12])[CH:8]=[C:7](Br)[C:5]=1[NH2:6])([O-:3])=[O:2].[CH2:15]([Sn]([CH2:15][CH2:16][CH2:17][CH3:18])([CH2:15][CH2:16][CH2:17][CH3:18])[CH2:15][CH2:16][CH2:17][CH3:18])[CH2:16][CH2:17][CH3:18]. The catalyst is CN(C=O)C. The product is [N+:1]([C:4]1[CH:10]=[C:9]([N+:11]([O-:13])=[O:12])[CH:8]=[C:7]([CH2:15][CH2:16][CH2:17][CH3:18])[C:5]=1[NH2:6])([O-:3])=[O:2]. The yield is 0.270. (6) The reactants are Cl[C:2]1[C:7]([C:8]#[N:9])=[CH:6][CH:5]=[CH:4][N:3]=1.Cl.[CH2:11]([O:13][C:14](=[O:18])[C@H:15]([CH3:17])[NH2:16])[CH3:12].C(=O)([O-])[O-].[Na+].[Na+]. The catalyst is N1C=CC=CC=1.CN(C=O)C. The product is [C:8]([C:7]1[C:2]([NH:16][C@@H:15]([CH3:17])[C:14]([O:13][CH2:11][CH3:12])=[O:18])=[N:3][CH:4]=[CH:5][CH:6]=1)#[N:9]. The yield is 0.230. (7) The reactants are [Na].[NH:2]([C:4]1[CH:9]=[CH:8][CH:7]=[CH:6][N:5]=1)[NH2:3].[C:10](#[N:14])/[CH:11]=[CH:12]/[CH3:13]. The catalyst is C(O)C. The product is [CH3:13][CH:12]1[N:2]([C:4]2[CH:9]=[CH:8][CH:7]=[CH:6][N:5]=2)[N:3]=[C:10]([NH2:14])[CH2:11]1. The yield is 0.397. (8) The reactants are [Cl:1][C:2]1[CH:3]=[C:4](Br)[CH:5]=[CH:6][C:7]=1[F:8].[NH:10]1[C:18]2[C:13](=[CH:14][CH:15]=[CH:16][CH:17]=2)[C:12]2([CH:22](B(O)O)[CH2:21][CH2:20][CH2:19]2)[C:11]1=[O:26].C(=O)([O-])[O-].[Na+].[Na+].[OH-].[Na+]. The catalyst is COCCOC.O.C1C=CC([P]([Pd]([P](C2C=CC=CC=2)(C2C=CC=CC=2)C2C=CC=CC=2)([P](C2C=CC=CC=2)(C2C=CC=CC=2)C2C=CC=CC=2)[P](C2C=CC=CC=2)(C2C=CC=CC=2)C2C=CC=CC=2)(C2C=CC=CC=2)C2C=CC=CC=2)=CC=1. The product is [Cl:1][C:2]1[CH:3]=[C:4]([C:15]2[CH:14]=[C:13]3[C:18](=[CH:17][CH:16]=2)[NH:10][C:11](=[O:26])[C:12]23[CH2:22][CH2:21][CH2:20][CH2:19]2)[CH:5]=[CH:6][C:7]=1[F:8]. The yield is 0.660. (9) The reactants are [CH3:1][N:2]([CH3:35])[C@@H:3]1[CH2:7][CH2:6][N:5]([C:8]2[C:13]([N+:14]([O-])=O)=[CH:12][C:11]([NH:17][C:18]3[N:23]=[C:22]([C:24]4[CH:25]=[N:26][N:27]5[CH:32]=[CH:31][CH:30]=[CH:29][C:28]=45)[CH:21]=[CH:20][N:19]=3)=[C:10]([O:33][CH3:34])[CH:9]=2)[CH2:4]1.[NH4+].[Cl-].C(O)C. The catalyst is [Fe].O. The product is [CH3:35][N:2]([CH3:1])[C@@H:3]1[CH2:7][CH2:6][N:5]([C:8]2[CH:9]=[C:10]([O:33][CH3:34])[C:11]([NH:17][C:18]3[N:23]=[C:22]([C:24]4[CH:25]=[N:26][N:27]5[CH:32]=[CH:31][CH:30]=[CH:29][C:28]=45)[CH:21]=[CH:20][N:19]=3)=[CH:12][C:13]=2[NH2:14])[CH2:4]1. The yield is 0.820. (10) The reactants are [OH:1][C:2]1[CH:16]=[CH:15][C:5]([C:6]([C:8]2[CH:13]=[CH:12][C:11]([OH:14])=[CH:10][CH:9]=2)=O)=[CH:4][CH:3]=1.Cl.[N+:18]([C:21]1[CH:22]=[C:23]([NH:27][NH2:28])[CH:24]=[CH:25][CH:26]=1)([O-:20])=[O:19].S(=O)(=O)(O)O. The catalyst is CO. The product is [OH:1][C:2]1[CH:16]=[CH:15][C:5]([C:6](=[N:28][NH:27][C:23]2[CH:24]=[CH:25][CH:26]=[C:21]([N+:18]([O-:20])=[O:19])[CH:22]=2)[C:8]2[CH:13]=[CH:12][C:11]([OH:14])=[CH:10][CH:9]=2)=[CH:4][CH:3]=1. The yield is 0.770.